From a dataset of Full USPTO retrosynthesis dataset with 1.9M reactions from patents (1976-2016). Predict the reactants needed to synthesize the given product. (1) Given the product [C:30]([O:34][C:35]([N:37]1[CH2:42][CH2:41][CH2:40][CH2:39][CH:38]1/[CH:43]=[CH:44]/[C:13]1[CH:12]=[CH:11][C:10]([N:16]2[CH2:17][C:18](=[O:29])[N:19]([CH2:23][CH2:24][Si:25]([CH3:28])([CH3:27])[CH3:26])[S:20]2(=[O:22])=[O:21])=[C:9]([O:8][CH2:1][C:2]2[CH:7]=[CH:6][CH:5]=[CH:4][CH:3]=2)[CH:14]=1)=[O:36])([CH3:33])([CH3:32])[CH3:31], predict the reactants needed to synthesize it. The reactants are: [CH2:1]([O:8][C:9]1[CH:14]=[C:13](I)[CH:12]=[CH:11][C:10]=1[N:16]1[S:20](=[O:22])(=[O:21])[N:19]([CH2:23][CH2:24][Si:25]([CH3:28])([CH3:27])[CH3:26])[C:18](=[O:29])[CH2:17]1)[C:2]1[CH:7]=[CH:6][CH:5]=[CH:4][CH:3]=1.[C:30]([O:34][C:35]([N:37]1[CH2:42][CH2:41][CH2:40][CH2:39][CH:38]1[CH:43]=[CH2:44])=[O:36])([CH3:33])([CH3:32])[CH3:31].C(N(CC)CC)C.C(P(C(C)(C)C)C1C=CC=CC=1C1C=CC=CC=1P(C(C)(C)C)C(C)(C)C)(C)(C)C. (2) Given the product [C:32]([N:25]1[C:26]([CH:28]2[CH2:29][CH2:30]2)=[CH:27][C:23]([NH:22][C:3]2[C:2]([Br:1])=[CH:7][N:6]=[C:5]([C:8]3[S:12][C:11]([S:13]([NH:16][CH2:17][CH2:18][N:19]([CH3:20])[CH3:21])(=[O:14])=[O:15])=[CH:10][CH:9]=3)[N:4]=2)=[N:24]1)(=[O:33])[CH3:31], predict the reactants needed to synthesize it. The reactants are: [Br:1][C:2]1[C:3]([NH:22][C:23]2[CH:27]=[C:26]([CH:28]3[CH2:30][CH2:29]3)[NH:25][N:24]=2)=[N:4][C:5]([C:8]2[S:12][C:11]([S:13]([NH:16][CH2:17][CH2:18][N:19]([CH3:21])[CH3:20])(=[O:15])=[O:14])=[CH:10][CH:9]=2)=[N:6][CH:7]=1.[CH3:31][C:32](OC(C)=O)=[O:33]. (3) Given the product [OH:2][C:3]1[CH:8]=[CH:7][C:6]([NH:9][C:10]2[N:15]=[C:14]([C:16]3[S:20][C:19]([C:21]([NH:23][CH2:24][CH2:25][C:26]4[CH:27]=[CH:28][CH:29]=[CH:30][CH:31]=4)=[O:22])=[CH:18][CH:17]=3)[CH:13]=[CH:12][N:11]=2)=[CH:5][CH:4]=1, predict the reactants needed to synthesize it. The reactants are: C[O:2][C:3]1[CH:8]=[CH:7][C:6]([NH:9][C:10]2[N:15]=[C:14]([C:16]3[S:20][C:19]([C:21]([NH:23][CH2:24][CH2:25][C:26]4[CH:31]=[CH:30][CH:29]=[CH:28][CH:27]=4)=[O:22])=[CH:18][CH:17]=3)[CH:13]=[CH:12][N:11]=2)=[CH:5][CH:4]=1.B(Br)(Br)Br. (4) Given the product [Cl:1][C:2]1[CH:25]=[CH:24][C:5]([CH2:6][N:7]2[C:15]3[C:10](=[CH:11][C:12](/[CH:16]=[C:17]4/[C:18](=[O:23])[N:19]([CH2:31][CH2:32][CH:33]5[CH2:37][CH2:36][CH2:35][N:34]5[CH3:38])[C:20](=[O:22])[S:21]/4)=[CH:13][CH:14]=3)[CH:9]=[N:8]2)=[C:4]([C:26]([F:27])([F:29])[F:28])[CH:3]=1, predict the reactants needed to synthesize it. The reactants are: [Cl:1][C:2]1[CH:25]=[CH:24][C:5]([CH2:6][N:7]2[C:15]3[C:10](=[CH:11][C:12](/[CH:16]=[C:17]4/[C:18](=[O:23])[NH:19][C:20](=[O:22])[S:21]/4)=[CH:13][CH:14]=3)[CH:9]=[N:8]2)=[C:4]([C:26]([F:29])([F:28])[F:27])[CH:3]=1.Cl[CH2:31][CH2:32][CH:33]1[CH2:37][CH2:36][CH2:35][N:34]1[CH3:38]. (5) Given the product [Br:34][C:35]1[CH:44]=[CH:43][CH:42]=[C:41]2[C:36]=1[CH2:37][C@H:38]([CH2:46][O:47][Si:48]([C:51]([CH3:53])([CH3:52])[CH3:54])([CH3:50])[CH3:49])[N:39]([C:64](=[O:65])[CH2:63][C:57]1[C:56]([Cl:55])=[CH:61][CH:60]=[CH:59][C:58]=1[Cl:62])[C@H:40]2[CH3:45], predict the reactants needed to synthesize it. The reactants are: F[P-](F)(F)(F)(F)F.N1(O[P+](N2CCCC2)(N2CCCC2)N2CCCC2)C2C=CC=CC=2N=N1.[Br:34][C:35]1[CH:44]=[CH:43][CH:42]=[C:41]2[C:36]=1[CH2:37][C@H:38]([CH2:46][O:47][Si:48]([C:51]([CH3:54])([CH3:53])[CH3:52])([CH3:50])[CH3:49])[NH:39][C@H:40]2[CH3:45].[Cl:55][C:56]1[CH:61]=[CH:60][CH:59]=[C:58]([Cl:62])[C:57]=1[CH2:63][C:64](O)=[O:65].C(N(CC)CC)C. (6) The reactants are: C(N(CC)CC)C.[O:8]=[C:9]1[N:15]([CH:16]2[CH2:21][CH2:20][N:19]([C:22]([O:24][C@@H:25]([C:39]([OH:41])=O)[CH2:26][C:27]3[CH:32]=[C:31]([C:33]([F:36])([F:35])[F:34])[C:30]([NH2:37])=[C:29]([Cl:38])[CH:28]=3)=[O:23])[CH2:18][CH2:17]2)[CH2:14][CH2:13][C:12]2[CH:42]=[CH:43][CH:44]=[CH:45][C:11]=2[NH:10]1.[CH3:46][N:47]1[CH2:52][CH2:51][CH:50]([N:53]2[CH2:58][CH2:57][NH:56][C@H:55]([C:59]([O:61][CH2:62][CH3:63])=[O:60])[CH2:54]2)[CH2:49][CH2:48]1.CN(C(ON1N=NC2C=CC=CC1=2)=[N+](C)C)C.[B-](F)(F)(F)F. Given the product [NH2:37][C:30]1[C:31]([C:33]([F:36])([F:35])[F:34])=[CH:32][C:27]([CH2:26][C@@H:25]([O:24][C:22]([N:19]2[CH2:20][CH2:21][CH:16]([N:15]3[CH2:14][CH2:13][C:12]4[CH:42]=[CH:43][CH:44]=[CH:45][C:11]=4[NH:10][C:9]3=[O:8])[CH2:17][CH2:18]2)=[O:23])[C:39]([N:56]2[CH2:57][CH2:58][N:53]([CH:50]3[CH2:51][CH2:52][N:47]([CH3:46])[CH2:48][CH2:49]3)[CH2:54][C@H:55]2[C:59]([O:61][CH2:62][CH3:63])=[O:60])=[O:41])=[CH:28][C:29]=1[Cl:38], predict the reactants needed to synthesize it. (7) Given the product [C:11]([C:15]1[CH:20]=[CH:19][C:18]([S:21]([NH:1][C:2]2[O:6][N:5]=[C:4]([CH3:7])[C:3]=2[Br:8])(=[O:23])=[O:22])=[CH:17][CH:16]=1)([CH3:14])([CH3:12])[CH3:13], predict the reactants needed to synthesize it. The reactants are: [NH2:1][C:2]1[O:6][N:5]=[C:4]([CH3:7])[C:3]=1[Br:8].[H-].[Na+].[C:11]([C:15]1[CH:20]=[CH:19][C:18]([S:21](Cl)(=[O:23])=[O:22])=[CH:17][CH:16]=1)([CH3:14])([CH3:13])[CH3:12].Cl. (8) Given the product [CH2:34]([N:33]([CH2:32][C:31]([NH:30][CH2:28][CH3:29])=[O:36])[C:24]([C:9]1[CH:10]=[C:11]2[C:6](=[CH:7][CH:8]=1)[N:5]([C:3]([N:2]([CH3:1])[CH3:27])=[O:4])[C:17]1[CH2:16][CH2:15][CH:14]([CH:18]3[CH2:19][CH2:20][O:21][CH2:22][CH2:23]3)[CH2:13][C:12]2=1)=[O:26])[CH3:35], predict the reactants needed to synthesize it. The reactants are: [CH3:1][N:2]([CH3:27])[C:3]([N:5]1[C:17]2[CH2:16][CH2:15][CH:14]([CH:18]3[CH2:23][CH2:22][O:21][CH2:20][CH2:19]3)[CH2:13][C:12]=2[C:11]2[C:6]1=[CH:7][CH:8]=[C:9]([C:24]([OH:26])=O)[CH:10]=2)=[O:4].[CH2:28]([NH:30][C:31](=[O:36])[CH2:32][NH:33][CH2:34][CH3:35])[CH3:29].C(N(C(C)C)C(C)C)C.CN(C(ON1N=NC2C=CC=NC1=2)=[N+](C)C)C.F[P-](F)(F)(F)(F)F. (9) The reactants are: [Br:1][C:2]1[CH:7]=[CH:6][C:5]([CH:8]([C:15]2[C:16]([C:30]3[CH:35]=[CH:34][CH:33]=[CH:32][N:31]=3)=[N:17][N:18]([CH2:28][CH3:29])[C:19]=2[NH:20]C(OC(C)(C)C)=O)[CH2:9][CH2:10][C:11](OC)=[O:12])=[C:4]([CH3:36])[CH:3]=1.BrC1C=CC(C=O)=CC=1.C(N1C(N)=CC(C2C=CC=CN=2)=N1)C.C(O)(C(F)(F)F)=O.CC1C=CC(S(O)(=O)=O)=CC=1. Given the product [Br:1][C:2]1[CH:7]=[CH:6][C:5]([CH:8]2[CH2:9][CH2:10][C:11](=[O:12])[NH:20][C:19]3[N:18]([CH2:28][CH3:29])[N:17]=[C:16]([C:30]4[CH:35]=[CH:34][CH:33]=[CH:32][N:31]=4)[C:15]2=3)=[C:4]([CH3:36])[CH:3]=1, predict the reactants needed to synthesize it.